This data is from Full USPTO retrosynthesis dataset with 1.9M reactions from patents (1976-2016). The task is: Predict the reactants needed to synthesize the given product. (1) Given the product [C:29]([O:4][C:1]([NH:18][C:16]1[CH:15]=[C:10]([CH:9]=[C:8]([Cl:7])[CH:17]=1)[C:11]([O:13][CH3:14])=[O:12])=[O:3])([CH3:28])([CH3:30])[CH3:5], predict the reactants needed to synthesize it. The reactants are: [C:1]([OH:4])(=[O:3])C.[CH3:5]O.[Cl:7][C:8]1[CH:9]=[C:10]([CH:15]=[C:16]([N+:18]([O-])=O)[CH:17]=1)[C:11]([O:13][CH3:14])=[O:12].C(=O)(O)[O-].[Na+].O1[CH2:30][CH2:29][CH2:28]C1. (2) Given the product [Br:1][CH2:2][CH2:3][CH2:4][CH2:5][CH2:6][C:7]([CH3:14])([CH3:13])[CH2:8][OH:9], predict the reactants needed to synthesize it. The reactants are: [Br:1][CH2:2][CH2:3][CH2:4][CH2:5][CH2:6][C:7]([CH3:14])([CH3:13])[C:8](OCC)=[O:9].[H-].C([Al+]CC(C)C)C(C)C. (3) Given the product [CH:35]1([CH2:40][S:41]([NH:34][C@@H:10]2[CH2:9][NH:8][CH2:12][C@H:11]2[CH2:13][N:14]([CH:31]([CH3:33])[CH3:32])[C:15](=[O:30])[C:16]2[CH:21]=[CH:20][C:19]([O:22][CH3:23])=[C:18]([O:24][CH2:25][CH2:26][CH2:27][O:28][CH3:29])[CH:17]=2)(=[O:43])=[O:42])[CH2:39][CH2:38][CH2:37][CH2:36]1, predict the reactants needed to synthesize it. The reactants are: C(OC([N:8]1[CH2:12][C@@H:11]([CH2:13][N:14]([CH:31]([CH3:33])[CH3:32])[C:15](=[O:30])[C:16]2[CH:21]=[CH:20][C:19]([O:22][CH3:23])=[C:18]([O:24][CH2:25][CH2:26][CH2:27][O:28][CH3:29])[CH:17]=2)[C@H:10]([NH2:34])[CH2:9]1)=O)(C)(C)C.[CH:35]1([CH2:40][S:41](Cl)(=[O:43])=[O:42])[CH2:39][CH2:38][CH2:37][CH2:36]1.CC#N.O.CC#N. (4) Given the product [CH3:8][C@H:9]1[CH2:18][C@@H:17]([NH:19][C:20]2[CH:25]=[CH:24][C:23]([CH3:26])=[CH:22][CH:21]=2)[C:16]2[C:11](=[CH:12][CH:13]=[C:14]([CH3:27])[CH:15]=2)[N:10]1[C:34](=[O:35])[C:33]1[CH:37]=[CH:38][C:30]([O:29][CH3:28])=[CH:31][CH:32]=1, predict the reactants needed to synthesize it. The reactants are: CN1CCOCC1.[CH3:8][C@H:9]1[CH2:18][C@@H:17]([NH:19][C:20]2[CH:25]=[CH:24][C:23]([CH3:26])=[CH:22][CH:21]=2)[C:16]2[C:11](=[CH:12][CH:13]=[C:14]([CH3:27])[CH:15]=2)[NH:10]1.[CH3:28][O:29][C:30]1[CH:38]=[CH:37][C:33]([C:34](Cl)=[O:35])=[CH:32][CH:31]=1.C(O)C(N)(CO)CO. (5) Given the product [Cl:20][C:17]1[C:16]([S:21]([N:24]([O:27][CH3:28])[CH2:25][CH3:26])(=[O:22])=[O:23])=[C:15]([OH:29])[C:14]([NH:13][C:4]2[C:5](=[O:12])[C:6](=[O:11])[C:7]=2[O:8][CH2:9][CH3:10])=[CH:19][CH:18]=1, predict the reactants needed to synthesize it. The reactants are: C(O[C:4]1[C:5](=[O:12])[C:6](=[O:11])[C:7]=1[O:8][CH2:9][CH3:10])C.[NH2:13][C:14]1[C:15]([OH:29])=[C:16]([S:21]([N:24]([O:27][CH3:28])[CH2:25][CH3:26])(=[O:23])=[O:22])[C:17]([Cl:20])=[CH:18][CH:19]=1. (6) Given the product [C:40]([C:39]1[NH:35][C:36]([C:2]2[C:3]([N:22]3[CH2:26][CH2:25][C@@H:24]([OH:27])[CH2:23]3)=[N:4][CH:5]=[C:6]([CH:21]=2)[C:7]([NH:9][C:10]2[CH:15]=[CH:14][C:13]([O:16][C:17]([F:18])([F:19])[F:20])=[CH:12][CH:11]=2)=[O:8])=[CH:37][CH:38]=1)#[N:41], predict the reactants needed to synthesize it. The reactants are: Br[C:2]1[C:3]([N:22]2[CH2:26][CH2:25][C@@H:24]([OH:27])[CH2:23]2)=[N:4][CH:5]=[C:6]([CH:21]=1)[C:7]([NH:9][C:10]1[CH:15]=[CH:14][C:13]([O:16][C:17]([F:20])([F:19])[F:18])=[CH:12][CH:11]=1)=[O:8].C(OC([N:35]1[C:39]([C:40]#[N:41])=[CH:38][CH:37]=[C:36]1B(O)O)=O)(C)(C)C. (7) Given the product [CH3:1][O:2][C:3]([C:5]1[C:13]2[N:12]([CH2:14][C:15]3[CH:20]=[CH:19][C:18]([C:21]4[CH:25]=[C:24]([CH3:26])[S:23][C:22]=4[S:27](=[O:44])(=[O:45])[NH:28][C:37]4[O:41][N:40]=[C:39]([CH3:42])[C:38]=4[CH3:43])=[CH:17][CH:16]=3)[C:11]([O:46][CH2:47][CH3:48])=[N:10][C:9]=2[CH:8]=[CH:7][CH:6]=1)=[O:4], predict the reactants needed to synthesize it. The reactants are: [CH3:1][O:2][C:3]([C:5]1[C:13]2[N:12]([CH2:14][C:15]3[CH:20]=[CH:19][C:18]([C:21]4[CH:25]=[C:24]([CH3:26])[S:23][C:22]=4[S:27](=[O:45])(=[O:44])[N:28]([C:37]4[O:41][N:40]=[C:39]([CH3:42])[C:38]=4[CH3:43])COCC[Si](C)(C)C)=[CH:17][CH:16]=3)[C:11]([O:46][CH2:47][CH3:48])=[N:10][C:9]=2[CH:8]=[CH:7][CH:6]=1)=[O:4].[F-].C([N+](CCCC)(CCCC)CCCC)CCC.Cl. (8) Given the product [F:15][C:13]1[CH:12]=[CH:11][C:10]([N+:16]([O-:18])=[O:17])=[C:9]([NH:5][S:2]([CH3:1])(=[O:4])=[O:3])[CH:14]=1, predict the reactants needed to synthesize it. The reactants are: [CH3:1][S:2]([NH2:5])(=[O:4])=[O:3].[H-].[Na+].F[C:9]1[CH:14]=[C:13]([F:15])[CH:12]=[CH:11][C:10]=1[N+:16]([O-:18])=[O:17].Cl. (9) Given the product [F:13][C:12]([F:15])([F:14])[C:11]1[N:6]2[CH:5]=[N:4][C:3]([C:1]#[C:2][C:27]3[CH:32]=[CH:31][C:30]([S:33]([NH2:36])(=[O:35])=[O:34])=[CH:29][CH:28]=3)=[C:7]2[N:8]=[C:9]([C:16]2[CH:21]=[CH:20][C:19]([C:22]([F:25])([F:24])[F:23])=[CH:18][CH:17]=2)[CH:10]=1, predict the reactants needed to synthesize it. The reactants are: [C:1]([C:3]1[N:4]=[CH:5][N:6]2[C:11]([C:12]([F:15])([F:14])[F:13])=[CH:10][C:9]([C:16]3[CH:21]=[CH:20][C:19]([C:22]([F:25])([F:24])[F:23])=[CH:18][CH:17]=3)=[N:8][C:7]=12)#[CH:2].Br[C:27]1[CH:32]=[CH:31][C:30]([S:33]([NH2:36])(=[O:35])=[O:34])=[CH:29][CH:28]=1. (10) Given the product [C:63]([O:62][C:60]([NH:59][C@H:38]1[CH2:37][C:36]2[CH:67]=[C:32]([CH:33]=[CH:34][C:35]=2[OH:68])[C:31]2=[CH:69][C:27](=[CH:28][CH:29]=[CH:30]2)[CH2:26][C@@H:25]([C:23]([NH:22][CH2:21][CH:20]([OH:70])[CH2:19][NH:18][C:16](=[O:17])[C@H:15]([CH2:14][CH2:13][CH2:12][NH2:11])[NH2:71])=[O:24])[N:43]([CH3:44])[C:42](=[O:45])[C@H:41]([CH2:46][C@@H:47]([OH:57])[CH2:48][NH:49][C:50](=[O:51])[O:52][C:53]([CH3:56])([CH3:55])[CH3:54])[NH:40][C:39]1=[O:58])=[O:61])([CH3:66])([CH3:64])[CH3:65], predict the reactants needed to synthesize it. The reactants are: C(OC([NH:11][CH2:12][CH2:13][CH2:14][C@H:15]([NH:71]C(=O)OCC1C=CC=CC=1)[C:16]([NH:18][CH2:19][CH:20]([OH:70])[CH2:21][NH:22][C:23]([C@H:25]1[N:43]([CH3:44])[C:42](=[O:45])[C@H:41]([CH2:46][C@@H:47]([OH:57])[CH2:48][NH:49][C:50]([O:52][C:53]([CH3:56])([CH3:55])[CH3:54])=[O:51])[NH:40][C:39](=[O:58])[C@@H:38]([NH:59][C:60]([O:62][C:63]([CH3:66])([CH3:65])[CH3:64])=[O:61])[CH2:37][C:36]2[CH:67]=[C:32]([CH:33]=[CH:34][C:35]=2[OH:68])[C:31]2=[CH:69][C:27](=[CH:28][CH:29]=[CH:30]2)[CH2:26]1)=[O:24])=[O:17])=O)C1C=CC=CC=1.[H][H].